From a dataset of Reaction yield outcomes from USPTO patents with 853,638 reactions. Predict the reaction yield, written as a fraction of the theoretical maximum amount of product (1.0 means a 100% yield; for example, 0.34 means a 34% yield). (1) The reactants are [C:1]([O:5][C:6](=[O:31])[CH:7]([NH:16][C:17]1[C:22]([N+:23]([O-:25])=[O:24])=[CH:21][N:20]=[C:19]([N:26]([CH2:29][CH3:30])[CH2:27][CH3:28])[N:18]=1)[CH2:8][C:9]1[CH:14]=[CH:13][C:12]([OH:15])=[CH:11][CH:10]=1)([CH3:4])([CH3:3])[CH3:2].C(N(CC)CC)C.[CH3:39][N:40]([CH3:44])[C:41](Cl)=[O:42]. The catalyst is C(Cl)Cl.CN(C1C=CN=CC=1)C. The product is [C:1]([O:5][C:6](=[O:31])[CH:7]([NH:16][C:17]1[C:22]([N+:23]([O-:25])=[O:24])=[CH:21][N:20]=[C:19]([N:26]([CH2:27][CH3:28])[CH2:29][CH3:30])[N:18]=1)[CH2:8][C:9]1[CH:14]=[CH:13][C:12]([O:15][C:41](=[O:42])[N:40]([CH3:44])[CH3:39])=[CH:11][CH:10]=1)([CH3:4])([CH3:2])[CH3:3]. The yield is 0.990. (2) The reactants are C(N(CC)C(C)C)(C)C.[CH2:10]([N:12]1[C:24]2[CH2:23][CH2:22][CH:21]([CH:25]3[CH2:30][CH2:29][O:28][CH2:27][CH2:26]3)[CH2:20][C:19]=2[C:18]2[C:13]1=[CH:14][CH:15]=[C:16]([C:31]([N:33]([CH2:35][CH2:36][CH2:37][C:38](O)=[O:39])[CH3:34])=[O:32])[CH:17]=2)[CH3:11].[F:41][CH:42]([F:45])[CH2:43][NH2:44].CN(C(ON1N=NC2C=CC=NC1=2)=[N+](C)C)C.F[P-](F)(F)(F)(F)F. The catalyst is CN(C=O)C. The product is [F:41][CH:42]([F:45])[CH2:43][NH:44][C:38](=[O:39])[CH2:37][CH2:36][CH2:35][N:33]([CH3:34])[C:31]([C:16]1[CH:17]=[C:18]2[C:13](=[CH:14][CH:15]=1)[N:12]([CH2:10][CH3:11])[C:24]1[CH2:23][CH2:22][CH:21]([CH:25]3[CH2:30][CH2:29][O:28][CH2:27][CH2:26]3)[CH2:20][C:19]2=1)=[O:32]. The yield is 0.650. (3) The reactants are [CH3:1][O:2][C:3]1[CH:47]=[C:46]([O:48][CH3:49])[CH:45]=[CH:44][C:4]=1[CH2:5][NH:6][C:7]1[C:8]2[CH:15]=[CH:14][N:13]([C@H:16]3[C@@H:20]4[O:21][C:22]([CH3:25])([CH3:24])[O:23][C@@H:19]4[C@@H:18]([CH2:26][NH:27][CH:28]4[CH2:31][CH:30]([CH2:32][CH2:33][C:34]([O:36][CH2:37][C:38]5[CH:43]=[CH:42][CH:41]=[CH:40][CH:39]=5)=[O:35])[CH2:29]4)[O:17]3)[C:9]=2[N:10]=[CH:11][N:12]=1.C([O-])([O-])=O.[K+].[K+].I[CH:57]([CH3:59])[CH3:58]. The catalyst is CC#N. The product is [CH3:1][O:2][C:3]1[CH:47]=[C:46]([O:48][CH3:49])[CH:45]=[CH:44][C:4]=1[CH2:5][NH:6][C:7]1[C:8]2[CH:15]=[CH:14][N:13]([C@H:16]3[C@@H:20]4[O:21][C:22]([CH3:25])([CH3:24])[O:23][C@@H:19]4[C@@H:18]([CH2:26][N:27]([CH:57]([CH3:59])[CH3:58])[CH:28]4[CH2:31][CH:30]([CH2:32][CH2:33][C:34]([O:36][CH2:37][C:38]5[CH:39]=[CH:40][CH:41]=[CH:42][CH:43]=5)=[O:35])[CH2:29]4)[O:17]3)[C:9]=2[N:10]=[CH:11][N:12]=1. The yield is 0.880. (4) The reactants are C(OC([NH:11][C@H:12]1[CH2:17][CH2:16][CH2:15][N:14]([CH:18]2[CH2:23][CH2:22][N:21]([C:24]([O:26][C:27]([CH3:30])([CH3:29])[CH3:28])=[O:25])[CH2:20][CH2:19]2)[C:13]1=[O:31])=O)C1C=CC=CC=1.[H][H]. The catalyst is CO.[Pd]. The product is [NH2:11][C@H:12]1[CH2:17][CH2:16][CH2:15][N:14]([CH:18]2[CH2:19][CH2:20][N:21]([C:24]([O:26][C:27]([CH3:29])([CH3:28])[CH3:30])=[O:25])[CH2:22][CH2:23]2)[C:13]1=[O:31]. The yield is 1.17.